Dataset: Reaction yield outcomes from USPTO patents with 853,638 reactions. Task: Predict the reaction yield, written as a fraction of the theoretical maximum amount of product (1.0 means a 100% yield; for example, 0.34 means a 34% yield). (1) The reactants are [NH2:1][C:2]1[C:7]([NH:8][C:9]2[CH:14]=[CH:13][C:12]([I:15])=[CH:11][C:10]=2[F:16])=[C:6]([CH3:17])[C:5](=[O:18])[N:4]2[CH2:19][CH2:20][S:21][C:3]=12.[CH:22]1([S:26](Cl)(=[O:28])=[O:27])[CH2:25][CH2:24][CH2:23]1. The catalyst is N1C=CC=CC=1. The product is [F:16][C:10]1[CH:11]=[C:12]([I:15])[CH:13]=[CH:14][C:9]=1[NH:8][C:7]1[C:2]([NH:1][S:26]([CH:22]2[CH2:25][CH2:24][CH2:23]2)(=[O:28])=[O:27])=[C:3]2[S:21][CH2:20][CH2:19][N:4]2[C:5](=[O:18])[C:6]=1[CH3:17]. The yield is 0.120. (2) The reactants are [F:1][C:2]1[CH:3]=[C:4]([NH2:9])[C:5]([NH2:8])=[CH:6][CH:7]=1.[C:10](N1C=CN=C1)(N1C=CN=C1)=[O:11].N. The catalyst is C1COCC1.O. The product is [F:1][C:2]1[CH:7]=[CH:6][C:5]2[NH:8][C:10](=[O:11])[NH:9][C:4]=2[CH:3]=1. The yield is 0.520. (3) The yield is 0.200. The catalyst is CN(C=O)C. The reactants are Br[C:2]1[N:7]=[C:6]([CH3:8])[C:5]([CH:9]=[O:10])=[CH:4][CH:3]=1.[OH:11][C:12]1[CH:13]=[C:14]2[C:18](=[CH:19][CH:20]=1)[C:17](=[O:21])[NH:16][CH2:15]2.C([O-])([O-])=O.[K+].[K+]. The product is [CH3:8][C:6]1[C:5]([CH:9]=[O:10])=[CH:4][CH:3]=[C:2]([O:11][C:12]2[CH:13]=[C:14]3[C:18](=[CH:19][CH:20]=2)[C:17](=[O:21])[NH:16][CH2:15]3)[N:7]=1. (4) The reactants are [Cl:1][C:2]1[C:7]([O:8][CH3:9])=[CH:6][C:5]([O:10][CH3:11])=[C:4]([Cl:12])[C:3]=1[C:13]1[C:14](=[O:35])[N:15]([CH3:34])[C:16]2[C:21]([CH:22]=1)=[CH:20][N:19]=[C:18]([NH:23][C:24]1[CH:29]=[CH:28][CH:27]=[CH:26][C:25]=1[N+:30]([O-])=O)[C:17]=2[CH3:33]. The catalyst is C(OCC)(=O)C. The product is [NH2:30][C:25]1[CH:26]=[CH:27][CH:28]=[CH:29][C:24]=1[NH:23][C:18]1[C:17]([CH3:33])=[C:16]2[C:21]([CH:22]=[C:13]([C:3]3[C:2]([Cl:1])=[C:7]([O:8][CH3:9])[CH:6]=[C:5]([O:10][CH3:11])[C:4]=3[Cl:12])[C:14](=[O:35])[N:15]2[CH3:34])=[CH:20][N:19]=1. The yield is 0.410. (5) The catalyst is C1COCC1.C(OC(=O)C)C. The yield is 0.350. The product is [Si:10]([O:8][CH:5]1[CH2:6][CH2:7][CH:3]([OH:9])[CH2:4]1)([C:13]([CH3:16])([CH3:15])[CH3:14])([CH3:12])[CH3:11]. The reactants are [H-].[Na+].[CH:3]1([OH:9])[CH2:7][CH2:6][CH:5]([OH:8])[CH2:4]1.[Si:10](Cl)([C:13]([CH3:16])([CH3:15])[CH3:14])([CH3:12])[CH3:11]. (6) The reactants are [CH3:1][O:2][C:3]([C:5]1[S:6][C:7]([CH:27]2[CH2:36][CH2:35][C:30]3([O:34][CH2:33][CH2:32][O:31]3)[CH2:29][CH2:28]2)=[CH:8][C:9]=1[N:10]([C@H:20]1[CH2:25][CH2:24][C@H:23]([OH:26])[CH2:22][CH2:21]1)[C:11]([C@H:13]1[CH2:18][CH2:17][C@H:16]([CH3:19])[CH2:15][CH2:14]1)=[O:12])=[O:4].[CH3:37]I.[H-].[Na+]. No catalyst specified. The product is [CH3:1][O:2][C:3]([C:5]1[S:6][C:7]([CH:27]2[CH2:36][CH2:35][C:30]3([O:34][CH2:33][CH2:32][O:31]3)[CH2:29][CH2:28]2)=[CH:8][C:9]=1[N:10]([C@H:20]1[CH2:21][CH2:22][C@H:23]([O:26][CH3:37])[CH2:24][CH2:25]1)[C:11]([C@H:13]1[CH2:14][CH2:15][C@H:16]([CH3:19])[CH2:17][CH2:18]1)=[O:12])=[O:4]. The yield is 1.00. (7) The reactants are [CH3:1][CH2:2][O:3][C:4]([C@@H:6]([OH:8])[CH3:7])=[O:5].C(N(CC)CC)C.[CH3:16][S:17](Cl)(=[O:19])=[O:18]. The catalyst is C1(C)C=CC=CC=1. The product is [CH3:16][S:17]([O:8][C@@H:6]([CH3:7])[C:4]([O:3][CH2:2][CH3:1])=[O:5])(=[O:19])=[O:18]. The yield is 0.967.